From a dataset of Full USPTO retrosynthesis dataset with 1.9M reactions from patents (1976-2016). Predict the reactants needed to synthesize the given product. (1) Given the product [Br:24][CH2:25][C:26]([NH:1][C:2]1[CH:7]=[CH:6][C:5]([S:8]([O:11][C:12]2[CH:17]=[CH:16][C:15]([CH3:18])=[CH:14][CH:13]=2)(=[O:10])=[O:9])=[CH:4][CH:3]=1)=[O:27], predict the reactants needed to synthesize it. The reactants are: [NH2:1][C:2]1[CH:7]=[CH:6][C:5]([S:8]([O:11][C:12]2[CH:17]=[CH:16][C:15]([CH3:18])=[CH:14][CH:13]=2)(=[O:10])=[O:9])=[CH:4][CH:3]=1.C([O-])(O)=O.[Na+].[Br:24][CH2:25][C:26](Br)=[O:27]. (2) Given the product [Br:8][C:14]1[C:15]([O:17][CH3:18])=[CH:16][C:11]([O:10][CH3:9])=[CH:12][C:13]=1[P:19](=[O:32])([C:26]1[CH:31]=[CH:30][CH:29]=[CH:28][CH:27]=1)[C:20]1[CH:25]=[CH:24][CH:23]=[CH:22][CH:21]=1, predict the reactants needed to synthesize it. The reactants are: C1C(=O)N([Br:8])C(=O)C1.[CH3:9][O:10][C:11]1[CH:12]=[C:13]([P:19](=[O:32])([C:26]2[CH:31]=[CH:30][CH:29]=[CH:28][CH:27]=2)[C:20]2[CH:25]=[CH:24][CH:23]=[CH:22][CH:21]=2)[CH:14]=[C:15]([O:17][CH3:18])[CH:16]=1.C([O-])([O-])=O.[Na+].[Na+].C(Cl)Cl.CCCCCC. (3) Given the product [CH2:23]([CH:22]1[CH2:24][CH:11]([OH:14])[CH2:19][CH2:20][N:21]1[C:2]1[CH:7]=[CH:6][C:5]([N+:8]([O-:10])=[O:9])=[CH:4][CH:3]=1)[CH3:18], predict the reactants needed to synthesize it. The reactants are: F[C:2]1[CH:7]=[CH:6][C:5]([N+:8]([O-:10])=[O:9])=[CH:4][CH:3]=1.[C:11](=[O:14])([O-])[O-].[K+].[K+].O[CH:18]1[CH2:23][CH2:22][NH:21][CH2:20][CH2:19]1.[CH:24](Cl)(Cl)Cl. (4) The reactants are: Cl[C:2]1[CH:7]=[C:6]([N:8]2[CH2:13][CH2:12][O:11][CH2:10][C@H:9]2[CH3:14])[N:5]=[C:4]([NH2:15])[N:3]=1.[C:16]([C:18]1[CH:23]=[CH:22][C:21](B(O)O)=[CH:20][C:19]=1[F:27])#[N:17].C([O-])(O)=O.[Na+]. Given the product [NH2:15][C:4]1[N:3]=[C:2]([C:21]2[CH:22]=[CH:23][C:18]([C:16]#[N:17])=[C:19]([F:27])[CH:20]=2)[CH:7]=[C:6]([N:8]2[CH2:13][CH2:12][O:11][CH2:10][C@H:9]2[CH3:14])[N:5]=1, predict the reactants needed to synthesize it. (5) Given the product [F:43][C:44]1([F:50])[CH2:49][CH2:48][N:47]([C:28]([C:25]2[C:24]3[CH:33]=[C:20]([CH2:19][OH:18])[C:21]([N:35]4[CH2:36][C@H:37]([CH3:42])[O:38][C@H:39]([CH3:41])[CH2:40]4)=[C:22]([F:34])[C:23]=3[O:27][N:26]=2)=[O:29])[CH2:46][CH2:45]1, predict the reactants needed to synthesize it. The reactants are: [Si]([O:18][CH2:19][C:20]1[C:21]([N:35]2[CH2:40][C@H:39]([CH3:41])[O:38][C@H:37]([CH3:42])[CH2:36]2)=[C:22]([F:34])[C:23]2[O:27][N:26]=[C:25]([C:28](OCC)=[O:29])[C:24]=2[CH:33]=1)(C(C)(C)C)(C1C=CC=CC=1)C1C=CC=CC=1.[F:43][C:44]1([F:50])[CH2:49][CH2:48][NH:47][CH2:46][CH2:45]1. (6) Given the product [CH2:1]([NH:8][C:9]1[C:10]2[N:11]([CH:25]=[CH:26][C:27]=2[C:29]2[CH:34]=[CH:33][CH:32]=[CH:31][CH:30]=2)[N:12]=[C:13]([C:15]2[CH:16]=[C:17]([NH:21][C:22](=[O:24])[CH3:23])[CH:18]=[N:19][CH:20]=2)[CH:14]=1)[C:2]1[CH:7]=[CH:6][CH:5]=[CH:4][CH:3]=1, predict the reactants needed to synthesize it. The reactants are: [CH2:1]([NH:8][C:9]1[C:10]2[N:11]([CH:25]=[CH:26][C:27]=2Cl)[N:12]=[C:13]([C:15]2[CH:16]=[C:17]([NH:21][C:22](=[O:24])[CH3:23])[CH:18]=[N:19][CH:20]=2)[CH:14]=1)[C:2]1[CH:7]=[CH:6][CH:5]=[CH:4][CH:3]=1.[C:29]1(B(O)O)[CH:34]=[CH:33][CH:32]=[CH:31][CH:30]=1.C1(P(C2CCCCC2)C2C=CC=CC=2C2C(C(C)C)=CC(C(C)C)=CC=2C(C)C)CCCCC1.C([O-])([O-])=O.[K+].[K+].C(NC1C2N(C=CC=2C2C=CC=CC=2)N=C(C2C=C(S(NC(C)(C)C)(=O)=O)C=NC=2)C=1)C1C=CC=CC=1. (7) Given the product [CH2:53]([O:60][C:61]1[CH:62]=[CH:63][C:64]([C@@H:72]([O:88][Si:89]([C:92]([CH3:95])([CH3:94])[CH3:93])([CH3:90])[CH3:91])[CH2:73][NH:74][C:75]([CH3:86])([CH3:87])[CH2:76][C:40]2[CH:39]=[C:38]([CH:43]=[CH:42][CH:41]=2)[C:37]([N:34]2[CH2:35][CH2:36][N:31]([C:29]([C:25]3[CH:24]=[C:23]([S:20]([C:17]4[CH:18]=[C:19]5[C:14](=[C:15]([CH3:49])[CH:16]=4)[N:13]=[CH:12][C:11]([C:50]([NH2:52])=[O:51])=[C:10]5[NH:9][C:5]4[CH:6]=[CH:7][CH:8]=[C:3]([O:2][CH3:1])[CH:4]=4)(=[O:22])=[O:21])[CH:28]=[CH:27][CH:26]=3)=[O:30])[CH2:32][CH2:33]2)=[O:48])=[C:65]2[C:70]=1[NH:69][C:68](=[O:71])[CH:67]=[CH:66]2)[C:54]1[CH:59]=[CH:58][CH:57]=[CH:56][CH:55]=1, predict the reactants needed to synthesize it. The reactants are: [CH3:1][O:2][C:3]1[CH:4]=[C:5]([NH:9][C:10]2[C:19]3[C:14](=[C:15]([CH3:49])[CH:16]=[C:17]([S:20]([C:23]4[CH:28]=[CH:27][CH:26]=[C:25]([C:29]([N:31]5[CH2:36][CH2:35][N:34]([C:37](=[O:48])[C:38]6[CH:43]=[CH:42][CH:41]=[C:40](CC(=O)C)[CH:39]=6)[CH2:33][CH2:32]5)=[O:30])[CH:24]=4)(=[O:22])=[O:21])[CH:18]=3)[N:13]=[CH:12][C:11]=2[C:50]([NH2:52])=[O:51])[CH:6]=[CH:7][CH:8]=1.[CH2:53]([O:60][C:61]1[CH:62]=[CH:63][C:64]([C@@H:72]([O:88][Si:89]([C:92]([CH3:95])([CH3:94])[CH3:93])([CH3:91])[CH3:90])[CH2:73][NH:74][C:75]([CH3:87])([CH3:86])[CH2:76]C2C=C(C=CC=2)C(O)=O)=[C:65]2[C:70]=1[NH:69][C:68](=[O:71])[CH:67]=[CH:66]2)[C:54]1[CH:59]=[CH:58][CH:57]=[CH:56][CH:55]=1. (8) Given the product [Cl:27][C:28]1[CH:29]=[C:30]([N:31]=[C:4]2[N:9]([CH2:10][C:11]3[CH:12]=[CH:13][C:14]([CH3:17])=[CH:15][CH:16]=3)[C:8](=[O:18])[N:7]([CH2:19][CH2:20][C:21]([O:23][CH2:24][CH3:25])=[O:22])[C:6](=[O:26])[NH:5]2)[CH:32]=[CH:33][C:34]=1[O:35][CH:36]([CH3:38])[CH3:37], predict the reactants needed to synthesize it. The reactants are: C(S[C:4]1[N:9]([CH2:10][C:11]2[CH:16]=[CH:15][C:14]([CH3:17])=[CH:13][CH:12]=2)[C:8](=[O:18])[N:7]([CH2:19][CH2:20][C:21]([O:23][CH2:24][CH3:25])=[O:22])[C:6](=[O:26])[N:5]=1)C.[Cl:27][C:28]1[CH:29]=[C:30]([CH:32]=[CH:33][C:34]=1[O:35][CH:36]([CH3:38])[CH3:37])[NH2:31].C(O)(=O)C.C(=O)(O)[O-].[Na+]. (9) Given the product [CH:13]([O:12][C:8]1[CH:9]=[C:10]([CH3:11])[C:5]([C:3]2[N:17]=[C:18]([NH2:20])[S:19][CH:2]=2)=[C:6]([CH3:16])[CH:7]=1)([CH3:15])[CH3:14], predict the reactants needed to synthesize it. The reactants are: Br[CH2:2][C:3]([C:5]1[C:10]([CH3:11])=[CH:9][C:8]([O:12][CH:13]([CH3:15])[CH3:14])=[CH:7][C:6]=1[CH3:16])=O.[NH2:17][C:18]([NH2:20])=[S:19].